Dataset: Full USPTO retrosynthesis dataset with 1.9M reactions from patents (1976-2016). Task: Predict the reactants needed to synthesize the given product. (1) Given the product [CH:1]1[C:10]2[C:5](=[CH:6][CH:7]=[CH:8][CH:9]=2)[CH:4]=[CH:3][C:2]=1[S:11]([CH:14]1[CH2:19][CH2:18][N:17]([C:21]2[C:26]([N+:27]([O-:29])=[O:28])=[CH:25][CH:24]=[CH:23][N:22]=2)[CH2:16][CH2:15]1)(=[O:12])=[O:13], predict the reactants needed to synthesize it. The reactants are: [CH:1]1[C:10]2[C:5](=[CH:6][CH:7]=[CH:8][CH:9]=2)[CH:4]=[CH:3][C:2]=1[S:11]([CH:14]1[CH2:19][CH2:18][NH:17][CH2:16][CH2:15]1)(=[O:13])=[O:12].Cl[C:21]1[C:26]([N+:27]([O-:29])=[O:28])=[CH:25][CH:24]=[CH:23][N:22]=1. (2) Given the product [Cl:1][C:2]1[CH:7]=[CH:6][C:5]([C:8]2[NH:9][C:10]3[N:11]([N:15]=[CH:16][C:17]=3[C:18]3[O:19][N:23]=[C:21]([CH3:22])[N:20]=3)[C:12](=[O:14])[CH:13]=2)=[CH:4][C:3]=1[O:26][CH2:27][C:28]([F:31])([F:30])[F:29], predict the reactants needed to synthesize it. The reactants are: [Cl:1][C:2]1[CH:7]=[CH:6][C:5]([C:8]2[NH:9][C:10]3[N:11]([N:15]=[CH:16][C:17]=3[C:18](/[N:20]=[C:21](/[N:23](C)C)\[CH3:22])=[O:19])[C:12](=[O:14])[CH:13]=2)=[CH:4][C:3]=1[O:26][CH2:27][C:28]([F:31])([F:30])[F:29].O1CCOCC1.NO.Cl.CC(O)=O. (3) Given the product [Cl:32][C:2]1[N:6]([CH2:7][C:8]2[CH:13]=[CH:12][C:11]([O:14][CH3:15])=[CH:10][CH:9]=2)[N:5]=[C:4]([CH3:16])[C:3]=1[C:17]([C:19]1[CH:24]=[CH:23][CH:22]=[CH:21][CH:20]=1)=[O:18], predict the reactants needed to synthesize it. The reactants are: O[C:2]1[N:6]([CH2:7][C:8]2[CH:13]=[CH:12][C:11]([O:14][CH3:15])=[CH:10][CH:9]=2)[N:5]=[C:4]([CH3:16])[C:3]=1[C:17]([C:19]1[CH:24]=[CH:23][CH:22]=[CH:21][CH:20]=1)=[O:18].C(=O)([O-])O.[Na+].P(Cl)(Cl)([Cl:32])=O. (4) Given the product [C:12]1([N:5]2[C:6]3[C:11](=[CH:10][CH:9]=[CH:8][N:7]=3)[C:2]([O:1][C:30](=[O:31])[CH:29]([C:23]3[CH:28]=[CH:27][CH:26]=[CH:25][CH:24]=3)[CH3:33])=[CH:3][C:4]2=[O:18])[CH:13]=[CH:14][CH:15]=[CH:16][CH:17]=1, predict the reactants needed to synthesize it. The reactants are: [OH:1][C:2]1[C:11]2[C:6](=[N:7][CH:8]=[CH:9][CH:10]=2)[N:5]([C:12]2[CH:17]=[CH:16][CH:15]=[CH:14][CH:13]=2)[C:4](=[O:18])[CH:3]=1.[H-].[Na+].[H][H].[C:23]1([CH:29]([CH3:33])[C:30](Cl)=[O:31])[CH:28]=[CH:27][CH:26]=[CH:25][CH:24]=1.C(=O)([O-])O.[Na+]. (5) The reactants are: [N+:1]([C:4]1[CH:5]=[C:6]([C:10]2[C:14]3[N:15]=[C:16]([NH:20][C:21]4[CH:26]=[C:25]([O:27][CH3:28])[C:24]([O:29][CH3:30])=[C:23]([O:31][CH3:32])[CH:22]=4)[N:17]=[C:18]([NH2:19])[C:13]=3[S:12][CH:11]=2)[CH:7]=[CH:8][CH:9]=1)([O-])=O.O.O.[Sn](Cl)Cl. Given the product [NH2:1][C:4]1[CH:5]=[C:6]([C:10]2[C:14]3[N:15]=[C:16]([NH:20][C:21]4[CH:26]=[C:25]([O:27][CH3:28])[C:24]([O:29][CH3:30])=[C:23]([O:31][CH3:32])[CH:22]=4)[N:17]=[C:18]([NH2:19])[C:13]=3[S:12][CH:11]=2)[CH:7]=[CH:8][CH:9]=1, predict the reactants needed to synthesize it. (6) Given the product [C:21]([C:23]1[CH:24]=[C:25]([C:26]2[O:15][N:14]=[C:13]([CH2:12][N:8]3[C:9]4[C:5](=[C:4]([C:17]([F:19])([F:20])[F:18])[C:3]([C:1]#[N:2])=[CH:11][CH:10]=4)[CH:6]=[CH:7]3)[N:16]=2)[CH:29]=[CH:30][CH:31]=1)#[N:22], predict the reactants needed to synthesize it. The reactants are: [C:1]([C:3]1[C:4]([C:17]([F:20])([F:19])[F:18])=[C:5]2[C:9](=[CH:10][CH:11]=1)[N:8]([CH2:12][C:13](=[NH:16])[NH:14][OH:15])[CH:7]=[CH:6]2)#[N:2].[C:21]([C:23]1[CH:24]=[C:25]([CH:29]=[CH:30][CH:31]=1)[C:26](O)=O)#[N:22].